Dataset: Full USPTO retrosynthesis dataset with 1.9M reactions from patents (1976-2016). Task: Predict the reactants needed to synthesize the given product. Given the product [Cl:1][C:2]1[CH:10]=[CH:9][C:5]([C:6]([NH:14][C:15]2[CH:16]=[CH:17][C:18]([O:19][CH2:20][CH2:21][N:22]3[C:26]([NH:27][C:28]([C:41]4[CH:42]=[CH:43][CH:44]=[CH:45][CH:46]=4)([C:35]4[CH:36]=[CH:37][CH:38]=[CH:39][CH:40]=4)[C:29]4[CH:34]=[CH:33][CH:32]=[CH:31][CH:30]=4)=[CH:25][CH:24]=[N:23]3)=[CH:47][CH:48]=2)=[O:8])=[C:4]([N:11]([CH3:13])[CH3:12])[CH:3]=1, predict the reactants needed to synthesize it. The reactants are: [Cl:1][C:2]1[CH:10]=[CH:9][C:5]([C:6]([OH:8])=O)=[C:4]([N:11]([CH3:13])[CH3:12])[CH:3]=1.[NH2:14][C:15]1[CH:48]=[CH:47][C:18]([O:19][CH2:20][CH2:21][N:22]2[C:26]([NH:27][C:28]([C:41]3[CH:46]=[CH:45][CH:44]=[CH:43][CH:42]=3)([C:35]3[CH:40]=[CH:39][CH:38]=[CH:37][CH:36]=3)[C:29]3[CH:34]=[CH:33][CH:32]=[CH:31][CH:30]=3)=[CH:25][CH:24]=[N:23]2)=[CH:17][CH:16]=1.O.ON1C2C=CC=CC=2N=N1.Cl.CN(C)CCCN=C=NCC.